This data is from Full USPTO retrosynthesis dataset with 1.9M reactions from patents (1976-2016). The task is: Predict the reactants needed to synthesize the given product. Given the product [Cl:8][C:9]1[CH:10]=[C:11]2[NH:18][C:17]([O:27][C@H:28]3[C@H:32]4[O:33][CH2:34][C@@H:35]([OH:36])[C@H:31]4[O:30][CH2:29]3)=[N:16][C:12]2=[N:13][C:14]=1[I:15], predict the reactants needed to synthesize it. The reactants are: FC(F)(F)C(O)=O.[Cl:8][C:9]1[CH:10]=[C:11]2[N:18](COCC[Si](C)(C)C)[C:17]([O:27][C@H:28]3[C@H:32]4[O:33][CH2:34][C@@H:35]([OH:36])[C@H:31]4[O:30][CH2:29]3)=[N:16][C:12]2=[N:13][C:14]=1[I:15].CO.